From a dataset of Full USPTO retrosynthesis dataset with 1.9M reactions from patents (1976-2016). Predict the reactants needed to synthesize the given product. (1) Given the product [CH3:34][O:33][C:27]1[CH:26]=[C:25]([CH2:24][CH2:23][NH:22][C:16]2[N:17]=[C:18]([S:20][CH3:21])[N:19]=[C:14]([C:6]3[CH:5]=[C:4]([CH:9]=[CH:8][CH:7]=3)[C:1]([OH:3])=[O:2])[CH:15]=2)[CH:30]=[CH:29][C:28]=1[O:31][CH3:32], predict the reactants needed to synthesize it. The reactants are: [C:1]([C:4]1[CH:5]=[C:6](B(O)O)[CH:7]=[CH:8][CH:9]=1)([OH:3])=[O:2].Cl[C:14]1[N:19]=[C:18]([S:20][CH3:21])[N:17]=[C:16]([NH:22][CH2:23][CH2:24][C:25]2[CH:30]=[CH:29][C:28]([O:31][CH3:32])=[C:27]([O:33][CH3:34])[CH:26]=2)[CH:15]=1. (2) Given the product [CH2:30]([S:34]([NH:1][C@H:2]([C:4]([N:6]1[C:12](=[O:13])[CH:11]([CH3:14])[C:10]2[CH:15]=[CH:16][CH:17]=[CH:18][C:9]=2[C:8]2[C:19]([NH2:23])=[CH:20][CH:21]=[CH:22][C:7]1=2)=[O:5])[CH3:3])(=[O:36])=[O:35])[CH2:31][CH2:32][CH3:33], predict the reactants needed to synthesize it. The reactants are: [NH2:1][C@H:2]([C:4]([N:6]1[C:12](=[O:13])[CH:11]([CH3:14])[C:10]2[CH:15]=[CH:16][CH:17]=[CH:18][C:9]=2[C:8]2[C:19]([NH2:23])=[CH:20][CH:21]=[CH:22][C:7]1=2)=[O:5])[CH3:3].N1C=CC=CC=1.[CH2:30]([S:34](Cl)(=[O:36])=[O:35])[CH2:31][CH2:32][CH3:33].